This data is from Aqueous solubility values for 9,982 compounds from the AqSolDB database. The task is: Regression/Classification. Given a drug SMILES string, predict its absorption, distribution, metabolism, or excretion properties. Task type varies by dataset: regression for continuous measurements (e.g., permeability, clearance, half-life) or binary classification for categorical outcomes (e.g., BBB penetration, CYP inhibition). For this dataset (solubility_aqsoldb), we predict Y. (1) The drug is NC(=O)CCN(CCO)c1nc(Nc2ccccc2)nc(Nc2ccc(/C=C/c3ccc(Nc4nc(Nc5ccccc5)nc(N(CCO)CCC(N)=O)n4)cc3S(=O)(=O)[O-])c(S(=O)(=O)[O-])c2)n1.[Na+].[Na+]. The Y is -1.25 log mol/L. (2) The molecule is ClC(Br)CBr. The Y is -2.55 log mol/L.